This data is from Reaction yield outcomes from USPTO patents with 853,638 reactions. The task is: Predict the reaction yield, written as a fraction of the theoretical maximum amount of product (1.0 means a 100% yield; for example, 0.34 means a 34% yield). (1) The reactants are [NH2:1][C:2]1[CH:7]=[CH:6][C:5]([C:8]2([C:11]([O:13][CH3:14])=[O:12])[CH2:10][CH2:9]2)=[CH:4][CH:3]=1.C1C(=O)N([Br:22])C(=O)C1.O. The catalyst is C(#N)C. The product is [NH2:1][C:2]1[CH:3]=[CH:4][C:5]([C:8]2([C:11]([O:13][CH3:14])=[O:12])[CH2:10][CH2:9]2)=[CH:6][C:7]=1[Br:22]. The yield is 0.780. (2) The reactants are [CH3:13][C:12]([O:11][C:9](O[C:9]([O:11][C:12]([CH3:15])([CH3:14])[CH3:13])=[O:10])=[O:10])([CH3:15])[CH3:14].[Br:16][C:17]1[CH:18]=[C:19]([CH:22]=[CH:23][CH:24]=1)[CH2:20][NH2:21].C(N(CC)CC)C. The catalyst is C(Cl)Cl. The product is [Br:16][C:17]1[CH:18]=[C:19]([CH2:20][NH:21][C:9](=[O:10])[O:11][C:12]([CH3:13])([CH3:14])[CH3:15])[CH:22]=[CH:23][CH:24]=1. The yield is 0.920. (3) The reactants are [CH3:1][O:2][C:3](=[O:15])[CH2:4][NH:5][C:6]([C:8]1[CH:13]=[C:12](I)[CH:11]=[CH:10][N:9]=1)=[O:7].CO.[O-]P([O-])([O-])=O.[K+].[K+].[K+].[CH3:26][C:27]1[CH:32]=[CH:31][C:30](B(O)O)=[CH:29][CH:28]=1. The catalyst is O1CCOCC1.C1C=CC(P(C2C=CC=CC=2)[C-]2C=CC=C2)=CC=1.C1C=CC(P(C2C=CC=CC=2)[C-]2C=CC=C2)=CC=1.Cl[Pd]Cl.[Fe+2]. The product is [CH3:1][O:2][C:3](=[O:15])[CH2:4][NH:5][C:6]([C:8]1[CH:13]=[C:12]([C:30]2[CH:31]=[CH:32][C:27]([CH3:26])=[CH:28][CH:29]=2)[CH:11]=[CH:10][N:9]=1)=[O:7]. The yield is 0.850. (4) The reactants are [NH2:1][C:2]([NH:4][C:5]1[NH:6][C:7]([C:13]2[CH:18]=[CH:17][C:16](Br)=[CH:15][CH:14]=2)=[CH:8][C:9]=1[C:10]([NH2:12])=[O:11])=[O:3].C(=O)([O-])[O-].[Na+].[Na+].[C:26]1([C:32]#[CH:33])[CH:31]=[CH:30][CH:29]=[CH:28][CH:27]=1.O. The catalyst is [Cl-].[Na+].O.[Cu]I.C1C=CC([P]([Pd]([P](C2C=CC=CC=2)(C2C=CC=CC=2)C2C=CC=CC=2)([P](C2C=CC=CC=2)(C2C=CC=CC=2)C2C=CC=CC=2)[P](C2C=CC=CC=2)(C2C=CC=CC=2)C2C=CC=CC=2)(C2C=CC=CC=2)C2C=CC=CC=2)=CC=1.O1CCOCC1. The product is [NH2:1][C:2]([NH:4][C:5]1[NH:6][C:7]([C:13]2[CH:18]=[CH:17][C:16]([C:33]#[C:32][C:26]3[CH:31]=[CH:30][CH:29]=[CH:28][CH:27]=3)=[CH:15][CH:14]=2)=[CH:8][C:9]=1[C:10]([NH2:12])=[O:11])=[O:3]. The yield is 0.570. (5) The reactants are Cl.[Cl:2][C:3]1[CH:4]=[C:5]([C:13]2[S:14][C:15]([C:18]3[CH:28]=[CH:27][C:21]4[CH2:22][CH2:23][NH:24][CH2:25][CH2:26][C:20]=4[CH:19]=3)=[CH:16][N:17]=2)[CH:6]=[CH:7][C:8]=1[O:9][CH:10]([CH3:12])[CH3:11].Br[CH2:30][CH2:31][CH2:32][C:33]([O:35][CH2:36][CH3:37])=[O:34].C([O-])([O-])=O.[K+].[K+]. The catalyst is CN(C=O)C. The product is [Cl:2][C:3]1[CH:4]=[C:5]([C:13]2[S:14][C:15]([C:18]3[CH:28]=[CH:27][C:21]4[CH2:22][CH2:23][N:24]([CH2:30][CH2:31][CH2:32][C:33]([O:35][CH2:36][CH3:37])=[O:34])[CH2:25][CH2:26][C:20]=4[CH:19]=3)=[CH:16][N:17]=2)[CH:6]=[CH:7][C:8]=1[O:9][CH:10]([CH3:12])[CH3:11]. The yield is 0.800. (6) The reactants are [H-].C([Al+]CC(C)C)C(C)C.[Br:11][C:12]1[CH:13]=[C:14]([CH:19]=[C:20]([CH2:22][N:23]([CH3:25])[CH3:24])[CH:21]=1)[C:15](OC)=[O:16]. The catalyst is O1CCCC1. The product is [Br:11][C:12]1[CH:13]=[C:14]([CH2:15][OH:16])[CH:19]=[C:20]([CH2:22][N:23]([CH3:24])[CH3:25])[CH:21]=1. The yield is 0.930. (7) The reactants are Cl[C:2]1[N:7]=[C:6]([NH:8][C:9]2[CH:14]=[CH:13][CH:12]=[CH:11][C:10]=2[S:15]([CH:18]([CH3:20])[CH3:19])(=[O:17])=[O:16])[CH:5]=[CH:4][N:3]=1.[CH3:21][P:22]([C:25]1[CH:31]=[CH:30][C:28]([NH2:29])=[C:27]([O:32][CH3:33])[CH:26]=1)([CH3:24])=[O:23].Cl. The catalyst is COCCO. The product is [CH3:24][P:22]([C:25]1[CH:31]=[CH:30][C:28]([NH:29][C:2]2[N:7]=[C:6]([NH:8][C:9]3[CH:14]=[CH:13][CH:12]=[CH:11][C:10]=3[S:15]([CH:18]([CH3:20])[CH3:19])(=[O:17])=[O:16])[CH:5]=[CH:4][N:3]=2)=[C:27]([O:32][CH3:33])[CH:26]=1)([CH3:21])=[O:23]. The yield is 0.720. (8) The reactants are [C:1]([O:5][C:6](=[O:32])[N:7]([C:17]1[S:18][CH:19]=[CH:20][C@:21]([C:24]2[CH:29]=[CH:28][CH:27]=[C:26]([F:30])[C:25]=2[F:31])([CH3:23])[N:22]=1)[CH2:8][C:9]1[CH:14]=[CH:13][C:12]([O:15][CH3:16])=[CH:11][CH:10]=1)([CH3:4])([CH3:3])[CH3:2].C[Si](C)(C)[C:35](Br)([F:37])[F:36]. The catalyst is [Br-].C([N+](CCCC)(CCCC)CCCC)CCC.C1(C)C=CC=CC=1. The product is [C:1]([O:5][C:6](=[O:32])[N:7]([C:17]1[S:18][C@@H:19]2[C@H:20]([C@:21]([C:24]3[CH:29]=[CH:28][CH:27]=[C:26]([F:30])[C:25]=3[F:31])([CH3:23])[N:22]=1)[C:35]2([F:37])[F:36])[CH2:8][C:9]1[CH:14]=[CH:13][C:12]([O:15][CH3:16])=[CH:11][CH:10]=1)([CH3:2])([CH3:3])[CH3:4]. The yield is 0.240. (9) The catalyst is OS(O)(=O)=O.O. The reactants are [CH3:1][O:2][C:3]1[N:8]=[C:7]([C:9]([F:12])([F:11])[F:10])[C:6](N)=[CH:5][CH:4]=1.N([O-])=O.[Na+].[I-:18].[K+]. The yield is 0.670. The product is [I:18][C:6]1[C:7]([C:9]([F:12])([F:11])[F:10])=[N:8][C:3]([O:2][CH3:1])=[CH:4][CH:5]=1. (10) The reactants are [C:1]([O:5][C:6]([N:8]1[CH2:13][CH2:12][CH:11]([C:14]2[C:19](Cl)=[N:18][CH:17]=[CH:16][N:15]=2)[CH2:10][CH2:9]1)=[O:7])([CH3:4])([CH3:3])[CH3:2].[NH:21]1[CH2:26][CH2:25][CH:24]([CH2:27][OH:28])[CH2:23][CH2:22]1.CCN(CC)CC. The catalyst is CS(C)=O.O. The product is [C:1]([O:5][C:6]([N:8]1[CH2:13][CH2:12][CH:11]([C:14]2[C:19]([N:21]3[CH2:26][CH2:25][CH:24]([CH2:27][OH:28])[CH2:23][CH2:22]3)=[N:18][CH:17]=[CH:16][N:15]=2)[CH2:10][CH2:9]1)=[O:7])([CH3:4])([CH3:3])[CH3:2]. The yield is 0.803.